Task: Predict which catalyst facilitates the given reaction.. Dataset: Catalyst prediction with 721,799 reactions and 888 catalyst types from USPTO (1) Reactant: [Cl:1][C:2]1[N:6]2[C:7]3[CH:29]=[CH:28][C:27]([Cl:30])=[CH:26][C:8]=3[C@@H:9]([C:16]3[CH:21]=[CH:20][CH:19]=[C:18]([O:22][CH3:23])[C:17]=3[O:24][CH3:25])[O:10][C@H:11]([CH2:12][CH2:13][C:14]#N)[C:5]2=[N:4][C:3]=1[Cl:31].[OH-:32].[Na+].C[OH:35].Cl. Product: [Cl:1][C:2]1[N:6]2[C:7]3[CH:29]=[CH:28][C:27]([Cl:30])=[CH:26][C:8]=3[C@@H:9]([C:16]3[CH:21]=[CH:20][CH:19]=[C:18]([O:22][CH3:23])[C:17]=3[O:24][CH3:25])[O:10][C@H:11]([CH2:12][CH2:13][C:14]([OH:35])=[O:32])[C:5]2=[N:4][C:3]=1[Cl:31]. The catalyst class is: 32. (2) Reactant: Cl[C:2]1[N:7]=[C:6](Cl)[C:5]([C:9]([F:12])([F:11])[F:10])=[CH:4][N:3]=1.Cl.[NH2:14][C:15]1[CH:16]=[CH:17][C:18]([CH2:21][P:22](=[O:29])([O:26][CH2:27][CH3:28])[O:23][CH2:24][CH3:25])=[N:19][CH:20]=1.CCN(C(C)C)C(C)C.[NH2:39][C:40]1[CH:41]=[CH:42][C:43]([C@H:51]2[CH2:56][CH2:55][C@H:54]([OH:57])[CH2:53][CH2:52]2)=[C:44]2[C:48]=1[C:47](=[O:49])[N:46]([CH3:50])[CH2:45]2.C(O)(C(F)(F)F)=O. Product: [OH:57][C@H:54]1[CH2:55][CH2:56][C@H:51]([C:43]2[CH:42]=[CH:41][C:40]([NH:39][C:6]3[C:5]([C:9]([F:12])([F:11])[F:10])=[CH:4][N:3]=[C:2]([NH:14][C:15]4[CH:16]=[CH:17][C:18]([CH2:21][P:22](=[O:29])([O:26][CH2:27][CH3:28])[O:23][CH2:24][CH3:25])=[N:19][CH:20]=4)[N:7]=3)=[C:48]3[C:44]=2[CH2:45][N:46]([CH3:50])[C:47]3=[O:49])[CH2:52][CH2:53]1.[OH:57][C@H:54]1[CH2:55][CH2:56][C@H:51]([C:43]2[CH:42]=[CH:41][C:40]([NH:39][C:2]3[N:7]=[C:6]([NH:14][C:15]4[CH:16]=[CH:17][C:18]([CH2:21][P:22](=[O:29])([O:26][CH2:27][CH3:28])[O:23][CH2:24][CH3:25])=[N:19][CH:20]=4)[C:5]([C:9]([F:12])([F:11])[F:10])=[CH:4][N:3]=3)=[C:48]3[C:44]=2[CH2:45][N:46]([CH3:50])[C:47]3=[O:49])[CH2:52][CH2:53]1. The catalyst class is: 1. (3) The catalyst class is: 508. Product: [Cl:1][C:2]1[N:3]=[C:4]([C:17]#[N:18])[NH:5][C:6]=1[C:7]1[CH:8]=[C:9]([C:10]([N:20]2[CH2:25][CH2:24][CH:23]([C:26]3[CH:27]=[CH:28][C:29]([C:30]#[N:31])=[CH:32][CH:33]=3)[CH2:22][CH2:21]2)=[O:12])[CH:13]=[CH:14][C:15]=1[CH3:16]. Reactant: [Cl:1][C:2]1[N:3]=[C:4]([C:17]#[N:18])[NH:5][C:6]=1[C:7]1[CH:8]=[C:9]([CH:13]=[CH:14][C:15]=1[CH3:16])[C:10]([OH:12])=O.Cl.[NH:20]1[CH2:25][CH2:24][CH:23]([C:26]2[CH:33]=[CH:32][C:29]([C:30]#[N:31])=[CH:28][CH:27]=2)[CH2:22][CH2:21]1.CN(C(ON1N=NC2C=CC=CC1=2)=[N+](C)C)C.F[P-](F)(F)(F)(F)F.CCN(C(C)C)C(C)C. (4) Reactant: [CH3:1][C:2]1[CH:8]=[C:7]([N+:9]([O-:11])=[O:10])[CH:6]=[CH:5][C:3]=1[NH2:4].[O:12]=[C:13](Cl)[O:14][C:15](Cl)(Cl)Cl.[Cl:20][CH2:21][CH2:22][CH2:23]CO. Product: [CH3:1][C:2]1[CH:8]=[C:7]([N+:9]([O-:11])=[O:10])[CH:6]=[CH:5][C:3]=1[NH:4][C:13](=[O:12])[O:14][CH2:15][CH2:23][CH2:22][CH2:21][Cl:20]. The catalyst class is: 244. (5) Reactant: C([O:5][C:6]([CH:8]([N:11]1[C:17](=[O:18])[CH2:16][CH2:15][CH:14]([C:19]([O:21][CH2:22][CH3:23])=[O:20])[CH2:13][CH2:12]1)[CH2:9][CH3:10])=[O:7])(C)(C)C.FC(F)(F)C(O)=O. Product: [CH2:22]([O:21][C:19]([CH:14]1[CH2:13][CH2:12][N:11]([CH:8]([CH2:9][CH3:10])[C:6]([OH:7])=[O:5])[C:17](=[O:18])[CH2:16][CH2:15]1)=[O:20])[CH3:23]. The catalyst class is: 2. (6) Reactant: [CH3:1][Si]([N-][Si](C)(C)C)(C)C.[Na+].[CH3:11][O:12][C:13]([C:15]1([NH:21][C:22]([O:24][C:25]([CH3:28])([CH3:27])[CH3:26])=[O:23])[CH2:17][CH:16]1[CH2:18][CH:19]=O)=[O:14]. Product: [CH3:11][O:12][C:13]([C:15]1([NH:21][C:22]([O:24][C:25]([CH3:28])([CH3:27])[CH3:26])=[O:23])[CH2:17][CH:16]1[CH2:18][CH:19]=[CH2:1])=[O:14]. The catalyst class is: 307. (7) Reactant: P([O-])([O-])([O-])=O.[K+].[K+].[K+].Br[C:10]1[C:18]2[O:17][C:16](=[O:19])[NH:15][C:14]=2[CH:13]=[CH:12][CH:11]=1.[CH3:20][CH:21]([N:23]1[C:27]([C:28]([NH:30][C:31]2[C:32]3[C:36]([CH:37]=[C:38](B4OC(C)(C)CC(C)(C)O4)[CH:39]=2)=[N:35][N:34](C2CCCCO2)[CH:33]=3)=[O:29])=[CH:26][CH:25]=[N:24]1)[CH3:22].O. Product: [CH3:22][CH:21]([N:23]1[C:27]([C:28]([NH:30][C:31]2[CH:39]=[C:38]([C:10]3[C:18]4[O:17][C:16](=[O:19])[NH:15][C:14]=4[CH:13]=[CH:12][CH:11]=3)[CH:37]=[C:36]3[C:32]=2[CH:33]=[N:34][NH:35]3)=[O:29])=[CH:26][CH:25]=[N:24]1)[CH3:20]. The catalyst class is: 169. (8) Reactant: [Cl:1][C:2]1[CH:7]=[C:6]([N+:8]([O-:10])=[O:9])[CH:5]=[CH:4][C:3]=1[CH2:11]Cl.[CH3:13][CH:14]1[CH2:19][CH2:18][NH:17][CH2:16][CH2:15]1. Product: [Cl:1][C:2]1[CH:7]=[C:6]([N+:8]([O-:10])=[O:9])[CH:5]=[CH:4][C:3]=1[CH2:11][N:17]1[CH2:18][CH2:19][CH:14]([CH3:13])[CH2:15][CH2:16]1. The catalyst class is: 25.